Dataset: Reaction yield outcomes from USPTO patents with 853,638 reactions. Task: Predict the reaction yield, written as a fraction of the theoretical maximum amount of product (1.0 means a 100% yield; for example, 0.34 means a 34% yield). (1) The reactants are [C:1]([O:5][C:6](=[O:31])[N:7]([C@H:22]([C:24]1[CH:29]=[CH:28][C:27](Br)=[CH:26][CH:25]=1)[CH3:23])[CH2:8][CH2:9][C:10]1[CH:15]=[C:14]([O:16][CH3:17])[C:13]([N+:18]([O-:20])=[O:19])=[CH:12][C:11]=1[Cl:21])([CH3:4])([CH3:3])[CH3:2].[C:32]([N:39]1[CH2:44][CH2:43][NH:42][CH2:41][CH2:40]1)([O:34][C:35]([CH3:38])([CH3:37])[CH3:36])=[O:33].C(=O)([O-])[O-].[Cs+].[Cs+]. The catalyst is O1CCOCC1.O.C1C=CC(/C=C/C(/C=C/C2C=CC=CC=2)=O)=CC=1.C1C=CC(/C=C/C(/C=C/C2C=CC=CC=2)=O)=CC=1.C1C=CC(/C=C/C(/C=C/C2C=CC=CC=2)=O)=CC=1.[Pd].[Pd]. The product is [C:35]([O:34][C:32]([N:39]1[CH2:44][CH2:43][N:42]([C:27]2[CH:28]=[CH:29][C:24]([C@@H:22]([N:7]([C:6]([O:5][C:1]([CH3:4])([CH3:3])[CH3:2])=[O:31])[CH2:8][CH2:9][C:10]3[CH:15]=[C:14]([O:16][CH3:17])[C:13]([N+:18]([O-:20])=[O:19])=[CH:12][C:11]=3[Cl:21])[CH3:23])=[CH:25][CH:26]=2)[CH2:41][CH2:40]1)=[O:33])([CH3:38])([CH3:36])[CH3:37]. The yield is 0.460. (2) The reactants are [C:1]([C:4]1[CH:13]=[C:8]([C:9]([O:11][CH3:12])=[O:10])[C:7]([OH:14])=[CH:6][CH:5]=1)(=[O:3])[CH3:2].N1C=CC=CC=1.[F:21][C:22]([F:35])([F:34])[S:23](O[S:23]([C:22]([F:35])([F:34])[F:21])(=[O:25])=[O:24])(=[O:25])=[O:24]. The catalyst is C(Cl)Cl. The product is [CH3:12][O:11][C:9](=[O:10])[C:8]1[CH:13]=[C:4]([C:1](=[O:3])[CH3:2])[CH:5]=[CH:6][C:7]=1[O:14][S:23]([C:22]([F:35])([F:34])[F:21])(=[O:25])=[O:24]. The yield is 0.960. (3) The reactants are N1C(N)=C2C(N=CN2)=NC=1.[NH2:11][C@H:12]([C:20]([NH:22][C@H:23]([C:31]([NH:33][C@H:34]([C:43]([OH:45])=[O:44])[CH2:35][C:36]1[CH:41]=[CH:40][C:39]([OH:42])=[CH:38][CH:37]=1)=[O:32])[CH2:24][C:25]1[CH:30]=[CH:29][CH:28]=[CH:27][CH:26]=1)=[O:21])[CH2:13][C:14]1[CH:19]=[CH:18][CH:17]=[CH:16][CH:15]=1.[P:46]([O-:50])([O-:49])([O-:48])=[O:47].C([N:58](C(OC(C)(C)C)=O)[C:59]1[CH:64]=[CH:63][N:62](CC(O)=O)[C:61](=[O:69])[N:60]=1)(OC(C)(C)C)=O. No catalyst specified. The product is [NH:62]1[CH:63]=[CH:64][C:59]([NH2:58])=[N:60][C:61]1=[O:69].[NH2:11][C@H:12]([C:20]([NH:22][C@H:23]([C:31]([NH:33][C@H:34]([C:43]([OH:45])=[O:44])[CH2:35][C:36]1[CH:41]=[CH:40][C:39]([OH:42])=[CH:38][CH:37]=1)=[O:32])[CH2:24][C:25]1[CH:30]=[CH:29][CH:28]=[CH:27][CH:26]=1)=[O:21])[CH2:13][C:14]1[CH:15]=[CH:16][CH:17]=[CH:18][CH:19]=1.[P:46]([O-:50])([O-:49])([O-:48])=[O:47]. The yield is 0.510.